This data is from Full USPTO retrosynthesis dataset with 1.9M reactions from patents (1976-2016). The task is: Predict the reactants needed to synthesize the given product. (1) Given the product [OH:1][C:2]1[CH:7]=[CH:6][C:5](/[CH:8]=[CH:9]/[C:10]([NH:45][CH2:36][CH2:37][CH2:38][CH2:39][CH2:40][CH2:41][CH2:42][CH2:43][CH3:44])=[O:12])=[C:4]([O:13][CH3:14])[CH:3]=1, predict the reactants needed to synthesize it. The reactants are: [OH:1][C:2]1[CH:7]=[CH:6][C:5](/[CH:8]=[CH:9]/[C:10]([OH:12])=O)=[C:4]([O:13][CH3:14])[CH:3]=1.CCN=C=NCCCN(C)C.C1C=CC2N(O)N=NC=2C=1.[CH2:36]([NH2:45])[CH2:37][CH2:38][CH2:39][CH2:40][CH2:41][CH2:42][CH2:43][CH3:44]. (2) The reactants are: [Cl:1][C:2]1[C:3](=[O:36])[N:4]([C:19]2[CH:24]=[C:23]([C:25]3[CH:30]=[CH:29][N:28]=[C:27]([C:31]([OH:34])([CH3:33])[CH3:32])[N:26]=3)[CH:22]=[CH:21][C:20]=2[CH3:35])[C:5]([CH3:18])=[N:6][C:7]=1[O:8]CC1C=CC(OC)=CC=1.FC(F)(F)C(O)=O. Given the product [Cl:1][C:2]1[C:3](=[O:36])[N:4]([C:19]2[CH:24]=[C:23]([C:25]3[CH:30]=[CH:29][N:28]=[C:27]([C:31]([OH:34])([CH3:32])[CH3:33])[N:26]=3)[CH:22]=[CH:21][C:20]=2[CH3:35])[C:5]([CH3:18])=[N:6][C:7]=1[OH:8], predict the reactants needed to synthesize it. (3) Given the product [C:6]([C:5]1[CH:8]=[CH:9][C:2]([C:10]([OH:14])=[O:22])=[N:3][CH:4]=1)#[N:7], predict the reactants needed to synthesize it. The reactants are: Cl[C:2]1[CH:9]=[CH:8][C:5]([C:6]#[N:7])=[CH:4][N:3]=1.[C:10]([OH:14])(C)(C)C.C(N(CC)CC)C.[OH2:22]. (4) Given the product [N+:49]([C:46]1[CH:47]=[CH:48][C:43](/[C:41](/[CH3:40])=[CH:23]/[C:21]([O:20][CH3:19])=[O:22])=[CH:44][CH:45]=1)([O-:51])=[O:50], predict the reactants needed to synthesize it. The reactants are: C1OCCOCCOCCOCCOCCOC1.[CH3:19][O:20][C:21]([CH2:23]P(OC)(OC)=O)=[O:22].C[Si](C)(C)[N-][Si](C)(C)C.[K+].[CH3:40][C:41]([C:43]1[CH:48]=[CH:47][C:46]([N+:49]([O-:51])=[O:50])=[CH:45][CH:44]=1)=O.[Cl-].[NH4+]. (5) Given the product [CH:12]([C:11]1[CH:14]=[CH:15][C:16]([O:17][CH3:18])=[C:9]([CH:10]=1)[CH2:8][O:19][C:20]1[C:25]([CH3:26])=[CH:24][C:23]([NH:27][C:28](=[O:30])[CH3:29])=[CH:22][C:21]=1[CH3:31])=[O:13], predict the reactants needed to synthesize it. The reactants are: C(=O)([O-])[O-].[K+].[K+].Cl[CH2:8][C:9]1[CH:10]=[C:11]([CH:14]=[CH:15][C:16]=1[O:17][CH3:18])[CH:12]=[O:13].[OH:19][C:20]1[C:25]([CH3:26])=[CH:24][C:23]([NH:27][C:28](=[O:30])[CH3:29])=[CH:22][C:21]=1[CH3:31]. (6) Given the product [F:1][C:2]1[CH:7]=[CH:6][C:5]([CH:8]([CH2:12][CH:13]=[CH2:14])[C:9]([NH:16][CH3:15])=[O:10])=[CH:4][CH:3]=1, predict the reactants needed to synthesize it. The reactants are: [F:1][C:2]1[CH:7]=[CH:6][C:5]([CH:8]([CH2:12][CH:13]=[CH2:14])[C:9](O)=[O:10])=[CH:4][CH:3]=1.[CH3:15][N:16](C(ON1N=NC2C=CC=CC1=2)=[N+](C)C)C.[B-](F)(F)(F)F.CN.CCN(C(C)C)C(C)C.